The task is: Predict the reactants needed to synthesize the given product.. This data is from Full USPTO retrosynthesis dataset with 1.9M reactions from patents (1976-2016). Given the product [CH3:17][S:18]([O:9][CH2:8][CH2:7][N:4]1[CH2:5][CH2:6][O:1][CH2:2][CH2:3]1)(=[O:20])=[O:19], predict the reactants needed to synthesize it. The reactants are: [O:1]1[CH2:6][CH2:5][N:4]([CH2:7][CH2:8][OH:9])[CH2:3][CH2:2]1.C(N(CC)CC)C.[CH3:17][S:18](Cl)(=[O:20])=[O:19].